Dataset: TCR-epitope binding with 47,182 pairs between 192 epitopes and 23,139 TCRs. Task: Binary Classification. Given a T-cell receptor sequence (or CDR3 region) and an epitope sequence, predict whether binding occurs between them. The epitope is NLSALGIFST. The TCR CDR3 sequence is CSAIYSPLMAEAFF. Result: 1 (the TCR binds to the epitope).